This data is from Reaction yield outcomes from USPTO patents with 853,638 reactions. The task is: Predict the reaction yield, written as a fraction of the theoretical maximum amount of product (1.0 means a 100% yield; for example, 0.34 means a 34% yield). (1) The reactants are [CH3:1][O:2][C:3]1[CH:4]=[C:5]([CH:7]=[CH:8][C:9]=1[N:10]1[CH:14]=[C:13]([CH3:15])[N:12]=[CH:11]1)[NH2:6].Br[C:17]1[N:21]=[C:20]([N:22]2[CH2:25][CH:24]([C:26]3[CH:31]=[CH:30][CH:29]=[CH:28][CH:27]=3)[CH2:23]2)[N:19]([CH2:32][C:33]([CH3:36])([OH:35])[CH3:34])[N:18]=1.CC1(C)C2C=CC=C(P(C3C=CC=CC=3)C3C=CC=CC=3)C=2OC2C1=CC=CC=2P(C1C=CC=CC=1)C1C=CC=CC=1.C(=O)([O-])[O-].[Cs+].[Cs+]. The catalyst is C([O-])(=O)C.[Pd+2].C([O-])(=O)C.O1CCOCC1. The yield is 0.260. The product is [CH3:1][O:2][C:3]1[CH:4]=[C:5]([NH:6][C:17]2[N:21]=[C:20]([N:22]3[CH2:25][CH:24]([C:26]4[CH:31]=[CH:30][CH:29]=[CH:28][CH:27]=4)[CH2:23]3)[N:19]([CH2:32][C:33]([CH3:36])([OH:35])[CH3:34])[N:18]=2)[CH:7]=[CH:8][C:9]=1[N:10]1[CH:14]=[C:13]([CH3:15])[N:12]=[CH:11]1. (2) The reactants are [CH3:1][O:2][C:3]1[C:4](=[O:25])[C:5]([CH3:24])=[C:6]([CH2:12][C:13]2[CH:18]=[CH:17][CH:16]=[CH:15][C:14]=2[CH2:19][CH2:20][C:21]([OH:23])=O)[C:7](=[O:11])[C:8]=1[O:9][CH3:10].[NH:26]1[CH2:31][CH2:30][O:29][CH2:28][CH2:27]1. No catalyst specified. The product is [CH3:1][O:2][C:3]1[C:4](=[O:25])[C:5]([CH3:24])=[C:6]([CH2:12][C:13]2[CH:18]=[CH:17][CH:16]=[CH:15][C:14]=2[CH2:19][CH2:20][C:21]([N:26]2[CH2:31][CH2:30][O:29][CH2:28][CH2:27]2)=[O:23])[C:7](=[O:11])[C:8]=1[O:9][CH3:10]. The yield is 0.340.